Dataset: Reaction yield outcomes from USPTO patents with 853,638 reactions. Task: Predict the reaction yield, written as a fraction of the theoretical maximum amount of product (1.0 means a 100% yield; for example, 0.34 means a 34% yield). The reactants are CC1(C)[O:6][CH:5]([CH2:7][NH:8][C:9](=[O:28])[C:10]2[C:15]([C:16]([F:19])([F:18])[F:17])=[CH:14][C:13]([NH:20][C:21]3[CH:26]=[CH:25][CH:24]=[C:23]([Cl:27])[CH:22]=3)=[N:12][CH:11]=2)[CH2:4][O:3]1.CCOCC.Cl. The catalyst is O1CCCC1. The product is [OH:6][CH:5]([CH2:4][OH:3])[CH2:7][NH:8][C:9](=[O:28])[C:10]1[C:15]([C:16]([F:19])([F:18])[F:17])=[CH:14][C:13]([NH:20][C:21]2[CH:26]=[CH:25][CH:24]=[C:23]([Cl:27])[CH:22]=2)=[N:12][CH:11]=1. The yield is 0.990.